Dataset: Catalyst prediction with 721,799 reactions and 888 catalyst types from USPTO. Task: Predict which catalyst facilitates the given reaction. (1) Reactant: ClCCl.[Cl:4][C:5]1[C:6]([CH:13]([S:22][C:23]2[CH:28]=[CH:27][C:26]([Cl:29])=[CH:25][CH:24]=2)[C:14]2[CH:19]=[C:18]([F:20])[CH:17]=[CH:16][C:15]=2[F:21])=[CH:7][C:8]([CH2:11]O)=[N:9][CH:10]=1.C(Br)(Br)(Br)[Br:31].C1(P(C2C=CC=CC=2)C2C=CC=CC=2)C=CC=CC=1. Product: [Br:31][CH2:11][C:8]1[CH:7]=[C:6]([CH:13]([S:22][C:23]2[CH:28]=[CH:27][C:26]([Cl:29])=[CH:25][CH:24]=2)[C:14]2[CH:19]=[C:18]([F:20])[CH:17]=[CH:16][C:15]=2[F:21])[C:5]([Cl:4])=[CH:10][N:9]=1. The catalyst class is: 81. (2) Reactant: [CH:1]1([CH2:4][CH2:5][C:6]2[CH:12]=[CH:11][C:9]([NH2:10])=[CH:8][CH:7]=2)[CH2:3][CH2:2]1.[ClH:13].O1CCOCC1. Product: [ClH:13].[CH:1]1([CH2:4][CH2:5][C:6]2[CH:7]=[CH:8][C:9]([NH2:10])=[CH:11][CH:12]=2)[CH2:3][CH2:2]1. The catalyst class is: 27. (3) Reactant: [N+:1]([C:4]1[C:12]2[NH:11][C:10]3[CH2:13][CH2:14][N:15]([C:17]([O:19][C:20]([CH3:23])([CH3:22])[CH3:21])=[O:18])[CH2:16][C:9]=3[C:8]=2[CH:7]=[CH:6][CH:5]=1)([O-])=O. Product: [NH2:1][C:4]1[C:12]2[NH:11][C:10]3[CH2:13][CH2:14][N:15]([C:17]([O:19][C:20]([CH3:23])([CH3:22])[CH3:21])=[O:18])[CH2:16][C:9]=3[C:8]=2[CH:7]=[CH:6][CH:5]=1. The catalyst class is: 29. (4) Reactant: Cl[CH2:2][C:3]1[N:7]=[C:6]([C:8]2[CH:13]=[CH:12][C:11]([O:14][CH3:15])=[CH:10][CH:9]=2)[O:5][N:4]=1.C(N(CC)C(C)C)(C)C.Cl.[O:26]1[CH:30]=[CH:29][CH:28]=[C:27]1[CH2:31][NH:32][CH2:33][C:34]1[CH:39]=[CH:38][C:37]([S:40][C:41]([CH3:50])([CH3:49])[C:42]([O:44][C:45]([CH3:48])([CH3:47])[CH3:46])=[O:43])=[CH:36][CH:35]=1. Product: [O:26]1[CH:30]=[CH:29][CH:28]=[C:27]1[CH2:31][N:32]([CH2:33][C:34]1[CH:39]=[CH:38][C:37]([S:40][C:41]([CH3:50])([CH3:49])[C:42]([O:44][C:45]([CH3:48])([CH3:47])[CH3:46])=[O:43])=[CH:36][CH:35]=1)[CH2:2][C:3]1[N:7]=[C:6]([C:8]2[CH:13]=[CH:12][C:11]([O:14][CH3:15])=[CH:10][CH:9]=2)[O:5][N:4]=1. The catalyst class is: 9. (5) Reactant: [CH3:1][N:2]1[C@@H:19]2[CH2:20][C:7]3[CH:8]=[CH:9][C:10]([O:22][CH3:23])=[C:11]4[O:12][C@H:13]5[C:14]([CH2:16][CH2:17][C@:18]2([OH:21])[C@:5]5([C:6]=34)[CH2:4][CH2:3]1)=[O:15].[ClH:24].C(O)C. The catalyst class is: 8. Product: [CH3:1][N:2]1[C@@H:19]2[CH2:20][C:7]3[CH:8]=[CH:9][C:10]([O:22][CH3:23])=[C:11]4[O:12][C@H:13]5[C:14]([CH2:16][CH2:17][C@:18]2([OH:21])[C@:5]5([C:6]=34)[CH2:4][CH2:3]1)=[O:15].[ClH:24]. (6) Reactant: [C:1]([C:7]1[C:15]2[C:10](=[N:11][CH:12]=[C:13]([NH:16][C:17]3[CH:24]=[CH:23][C:20]([CH:21]=O)=[CH:19][CH:18]=3)[N:14]=2)[N:9]([CH2:25][O:26][CH2:27][CH2:28][Si:29]([CH3:32])([CH3:31])[CH3:30])[CH:8]=1)(=[O:6])[C:2]([CH3:5])([CH3:4])[CH3:3].[N:33]1([C:37](=[O:41])[CH2:38][C:39]#[N:40])[CH2:36][CH2:35][CH2:34]1.C(O)(=O)C.N1CCCCC1. Product: [N:33]1([C:37]([C:38](=[CH:21][C:20]2[CH:23]=[CH:24][C:17]([NH:16][C:13]3[N:14]=[C:15]4[C:7]([C:1](=[O:6])[C:2]([CH3:4])([CH3:3])[CH3:5])=[CH:8][N:9]([CH2:25][O:26][CH2:27][CH2:28][Si:29]([CH3:31])([CH3:30])[CH3:32])[C:10]4=[N:11][CH:12]=3)=[CH:18][CH:19]=2)[C:39]#[N:40])=[O:41])[CH2:36][CH2:35][CH2:34]1. The catalyst class is: 8. (7) Reactant: [CH3:1][O:2][C:3]([C:5]1[CH:6]=[C:7]([CH:11]=[CH:12][CH:13]=1)[C:8]([OH:10])=O)=[O:4].S(Cl)(Cl)=O.[CH2:18]([N:25]1[CH:29]=[CH:28][N:27]=[CH:26]1)[C:19]1[CH:24]=[CH:23][CH:22]=[CH:21][CH:20]=1.C(N(CC)CC)C. Product: [CH2:18]([N:25]1[CH:29]=[CH:28][N:27]=[C:26]1[C:8]([C:7]1[CH:6]=[C:5]([CH:13]=[CH:12][CH:11]=1)[C:3]([O:2][CH3:1])=[O:4])=[O:10])[C:19]1[CH:20]=[CH:21][CH:22]=[CH:23][CH:24]=1. The catalyst class is: 10.